This data is from Reaction yield outcomes from USPTO patents with 853,638 reactions. The task is: Predict the reaction yield, written as a fraction of the theoretical maximum amount of product (1.0 means a 100% yield; for example, 0.34 means a 34% yield). The reactants are [CH2:1]([O:8][C:9](=[O:15])[NH:10][CH2:11][C@@H:12]1[CH2:14][O:13]1)[C:2]1[CH:7]=[CH:6][CH:5]=[CH:4][CH:3]=1.[C:16]([O:20][C:21]([N:23]1[CH2:27][CH2:26][C@H:25]([CH2:28]CN)[CH2:24]1)=[O:22])([CH3:19])([CH3:18])[CH3:17].CC#[N:33]. No catalyst specified. The product is [C:16]([O:20][C:21]([N:23]1[CH2:27][CH2:26][C@@H:25]([CH2:28][NH:33][CH2:14][C@H:12]([OH:13])[CH2:11][NH:10][C:9]([O:8][CH2:1][C:2]2[CH:7]=[CH:6][CH:5]=[CH:4][CH:3]=2)=[O:15])[CH2:24]1)=[O:22])([CH3:17])([CH3:18])[CH3:19]. The yield is 0.630.